Task: Predict the reactants needed to synthesize the given product.. Dataset: Full USPTO retrosynthesis dataset with 1.9M reactions from patents (1976-2016) (1) The reactants are: [F:1][C:2]([F:17])([F:16])[C:3]1([CH2:7][N:8]2[CH2:13][CH2:12][CH:11]([CH2:14][OH:15])[CH2:10][CH2:9]2)[CH2:6][CH2:5][CH2:4]1.[H-].[Na+].[Br:20][C:21]1[CH:22]=[N:23][C:24](I)=[N:25][CH:26]=1.O. Given the product [Br:20][C:21]1[CH:22]=[N:23][C:24]([O:15][CH2:14][CH:11]2[CH2:10][CH2:9][N:8]([CH2:7][C:3]3([C:2]([F:1])([F:16])[F:17])[CH2:4][CH2:5][CH2:6]3)[CH2:13][CH2:12]2)=[N:25][CH:26]=1, predict the reactants needed to synthesize it. (2) Given the product [F:16][C:2]1([F:1])[CH2:5][C:4]([C:10]2[CH:11]=[N:12][CH:13]=[CH:14][CH:15]=2)([C:6]([OH:8])=[O:7])[CH2:3]1, predict the reactants needed to synthesize it. The reactants are: [F:1][C:2]1([F:16])[CH2:5][C:4]([C:10]2[CH:11]=[N:12][CH:13]=[CH:14][CH:15]=2)([C:6]([O:8]C)=[O:7])[CH2:3]1.[OH-].[Na+].